This data is from Catalyst prediction with 721,799 reactions and 888 catalyst types from USPTO. The task is: Predict which catalyst facilitates the given reaction. Reactant: [Br:1][C:2]1[CH:3]=[C:4]([CH:6]=[CH:7][C:8]=1[CH3:9])[NH2:5].[F:10][C:11]([F:22])([F:21])[C:12]1[CH:13]=[C:14]([CH:18]=[CH:19][CH:20]=1)[C:15](Cl)=[O:16].C(N(CC)CC)C. Product: [Br:1][C:2]1[CH:3]=[C:4]([NH:5][C:15](=[O:16])[C:14]2[CH:18]=[CH:19][CH:20]=[C:12]([C:11]([F:10])([F:21])[F:22])[CH:13]=2)[CH:6]=[CH:7][C:8]=1[CH3:9]. The catalyst class is: 4.